The task is: Predict which catalyst facilitates the given reaction.. This data is from Catalyst prediction with 721,799 reactions and 888 catalyst types from USPTO. (1) Reactant: C(N(CC)CC)C.[OH:8][CH2:9][CH:10]([CH:26]([CH3:28])[CH3:27])[CH2:11][CH:12]1[CH2:16][O:15][C:14]([CH3:18])([CH3:17])[N:13]1[C:19]([O:21][C:22]([CH3:25])([CH3:24])[CH3:23])=[O:20].S(=O)(=O)(O)[O-].[K+]. Product: [CH:9]([CH:10]([CH:26]([CH3:28])[CH3:27])[CH2:11][CH:12]1[CH2:16][O:15][C:14]([CH3:18])([CH3:17])[N:13]1[C:19]([O:21][C:22]([CH3:25])([CH3:24])[CH3:23])=[O:20])=[O:8]. The catalyst class is: 633. (2) Reactant: [Br-:1].[F:2][C:3]1[CH:8]=[CH:7][C:6]([N:9]2[C:12](=[O:13])[C@H:11]([CH2:14][CH2:15][C@@H:16]([C:18]3[CH:23]=[CH:22][C:21]([F:24])=[CH:20][CH:19]=3)[OH:17])[C@H:10]2[C:25]2[CH:47]=[CH:46][C:28]([O:29][CH2:30][C:31]3[CH:45]=[CH:44][C:34]([CH2:35][N+:36]45[CH2:43][CH2:42][N:39]([CH2:40][CH2:41]4)[CH2:38][CH2:37]5)=[CH:33][CH:32]=3)=[CH:27][CH:26]=2)=[CH:5][CH:4]=1.[Br:48][CH2:49][C:50]1[CH:86]=[CH:85][C:53]([CH2:54][O:55][C:56]2[CH:61]=[CH:60][C:59]([C@H:62]3[N:65]([C:66]4[CH:71]=[CH:70][C:69]([F:72])=[CH:68][CH:67]=4)[C:64](=[O:73])[C@@H:63]3[CH2:74][CH2:75][C@@H:76]([C:78]3[CH:83]=[CH:82][C:81]([F:84])=[CH:80][CH:79]=3)[OH:77])=[CH:58][CH:57]=2)=[CH:52][CH:51]=1. Product: [Br-:48].[Br-:1].[F:2][C:3]1[CH:8]=[CH:7][C:6]([N:9]2[C:12](=[O:13])[C@H:11]([CH2:14][CH2:15][C@@H:16]([C:18]3[CH:19]=[CH:20][C:21]([F:24])=[CH:22][CH:23]=3)[OH:17])[C@H:10]2[C:25]2[CH:47]=[CH:46][C:28]([O:29][CH2:30][C:31]3[CH:45]=[CH:44][C:34]([CH2:35][N+:36]45[CH2:41][CH2:40][N+:39]([CH2:49][C:50]6[CH:51]=[CH:52][C:53]([CH2:54][O:55][C:56]7[CH:57]=[CH:58][C:59]([C@@H:62]8[C@@H:63]([CH2:74][CH2:75][C@H:76]([OH:77])[C:78]9[CH:83]=[CH:82][C:81]([F:84])=[CH:80][CH:79]=9)[C:64](=[O:73])[N:65]8[C:66]8[CH:67]=[CH:68][C:69]([F:72])=[CH:70][CH:71]=8)=[CH:60][CH:61]=7)=[CH:85][CH:86]=6)([CH2:42][CH2:43]4)[CH2:38][CH2:37]5)=[CH:33][CH:32]=3)=[CH:27][CH:26]=2)=[CH:5][CH:4]=1. The catalyst class is: 10. (3) Reactant: FC(F)(F)C(O)=O.C([O:12][C:13](=[O:31])[CH:14]([CH3:30])[CH2:15][CH2:16][CH:17](O)[C@H:18]1[CH2:23][CH2:22][C@H:21]([CH2:24][CH2:25][CH2:26][CH2:27][CH3:28])[CH2:20][CH2:19]1)(C)(C)C. Product: [CH3:30][CH:14]1[CH2:15][CH2:16][CH:17]([C@H:18]2[CH2:19][CH2:20][C@H:21]([CH2:24][CH2:25][CH2:26][CH2:27][CH3:28])[CH2:22][CH2:23]2)[O:31][C:13]1=[O:12]. The catalyst class is: 46. (4) Reactant: C(OC([N:8]1[CH2:12][C@@H:11]([CH2:13][N:14]([CH3:25])[S:15]([CH2:18][C:19]2[CH:24]=[CH:23][CH:22]=[CH:21][CH:20]=2)(=[O:17])=[O:16])[C@H:10]([CH2:26][N:27]([CH:44]([CH3:46])[CH3:45])[C:28](=[O:43])[C:29]2[CH:34]=[CH:33][C:32]([O:35][CH3:36])=[C:31]([O:37][CH2:38][CH2:39][CH2:40][O:41][CH3:42])[CH:30]=2)[CH2:9]1)=O)(C)(C)C.C(O)(C(F)(F)F)=O.C([O-])(O)=O.[Na+]. Product: [CH:44]([N:27]([CH2:26][C@H:10]1[C@H:11]([CH2:13][N:14]([CH3:25])[S:15]([CH2:18][C:19]2[CH:20]=[CH:21][CH:22]=[CH:23][CH:24]=2)(=[O:16])=[O:17])[CH2:12][NH:8][CH2:9]1)[C:28](=[O:43])[C:29]1[CH:34]=[CH:33][C:32]([O:35][CH3:36])=[C:31]([O:37][CH2:38][CH2:39][CH2:40][O:41][CH3:42])[CH:30]=1)([CH3:46])[CH3:45]. The catalyst class is: 2. (5) Reactant: [NH2:1][CH2:2][C:3]1[CH:30]=[CH:29][C:6]([CH2:7][N:8]([CH2:19][C:20]2[NH:24][C:23]3[CH:25]=[CH:26][CH:27]=[CH:28][C:22]=3[N:21]=2)[CH:9]2[C:18]3[N:17]=[CH:16][CH:15]=[CH:14][C:13]=3[CH2:12][CH2:11][CH2:10]2)=[CH:5][CH:4]=1.[C:31]1([N:37]=[C:38]=[O:39])[CH:36]=[CH:35][CH:34]=[CH:33][CH:32]=1. Product: [NH:24]1[C:23]2[CH:25]=[CH:26][CH:27]=[CH:28][C:22]=2[N:21]=[C:20]1[CH2:19][N:8]([CH2:7][C:6]1[CH:5]=[CH:4][C:3]([CH2:2][NH:1][C:38]([NH:37][C:31]2[CH:36]=[CH:35][CH:34]=[CH:33][CH:32]=2)=[O:39])=[CH:30][CH:29]=1)[CH:9]1[C:18]2[N:17]=[CH:16][CH:15]=[CH:14][C:13]=2[CH2:12][CH2:11][CH2:10]1. The catalyst class is: 2. (6) Reactant: O.[OH-].[Li+].C[O:5][C:6](=[O:41])[CH2:7][C:8]1[C:17]([CH3:18])=[C:16]([C:19]2[CH:24]=[CH:23][C:22]([S:25](=[O:39])(=[O:38])[NH:26][C:27]3[CH:32]=[CH:31][C:30]([O:33][C:34]([F:37])([F:36])[F:35])=[CH:29][CH:28]=3)=[CH:21][CH:20]=2)[C:15]2[C:10](=[CH:11][CH:12]=[C:13]([F:40])[CH:14]=2)[CH:9]=1.C1COCC1.O. Product: [F:40][C:13]1[CH:14]=[C:15]2[C:10](=[CH:11][CH:12]=1)[CH:9]=[C:8]([CH2:7][C:6]([OH:41])=[O:5])[C:17]([CH3:18])=[C:16]2[C:19]1[CH:24]=[CH:23][C:22]([S:25](=[O:39])(=[O:38])[NH:26][C:27]2[CH:32]=[CH:31][C:30]([O:33][C:34]([F:37])([F:35])[F:36])=[CH:29][CH:28]=2)=[CH:21][CH:20]=1. The catalyst class is: 81.